This data is from Catalyst prediction with 721,799 reactions and 888 catalyst types from USPTO. The task is: Predict which catalyst facilitates the given reaction. Reactant: [ClH:1].[CH3:2][O:3][C:4]1[CH:5]=[C:6](/[C:12](=[CH:15]/[C:16]2[NH:17][CH:18]=[CH:19][CH:20]=2)/[C:13]#[N:14])[CH:7]=[CH:8][C:9]=1[O:10][CH3:11]. Product: [ClH:1].[CH3:2][O:3][C:4]1[CH:5]=[C:6](/[C:12](=[CH:15]/[C:16]2[NH:17][CH:18]=[CH:19][CH:20]=2)/[C:13]#[N:14])[CH:7]=[CH:8][C:9]=1[O:10][CH3:11]. The catalyst class is: 10.